From a dataset of Catalyst prediction with 721,799 reactions and 888 catalyst types from USPTO. Predict which catalyst facilitates the given reaction. (1) Reactant: O[CH2:2]/[C:3](/[C:27]1[CH:32]=[CH:31][N:30]=[CH:29][CH:28]=1)=[C:4](/[C:9]1[CH:14]=[CH:13][C:12]([O:15][CH2:16][C:17]2[CH:26]=[CH:25][C:24]3[C:19](=[CH:20][CH:21]=[CH:22][CH:23]=3)[N:18]=2)=[CH:11][CH:10]=1)\[C:5]([NH:7][CH3:8])=[O:6].CCOCC.P(Br)(Br)Br.C([O-])(O)=O.[Na+]. Product: [CH3:8][N:7]1[CH2:2][C:3]([C:27]2[CH:32]=[CH:31][N:30]=[CH:29][CH:28]=2)=[C:4]([C:9]2[CH:10]=[CH:11][C:12]([O:15][CH2:16][C:17]3[CH:26]=[CH:25][C:24]4[C:19](=[CH:20][CH:21]=[CH:22][CH:23]=4)[N:18]=3)=[CH:13][CH:14]=2)[C:5]1=[O:6]. The catalyst class is: 2. (2) Reactant: [NH:1]1[C:9]2[C:4](=[CH:5][CH:6]=[CH:7][CH:8]=2)[CH:3]=[CH:2]1.[H-].[Na+].[Na]N1C2C(=CC=CC=2)C=C1.[CH3:22][Si:23](Cl)([CH3:28])[C:24]([CH3:27])([CH3:26])[CH3:25]. Product: [CH3:22][Si:23]([CH3:28])([C:24]([CH3:27])([CH3:26])[CH3:25])[N:1]1[C:9]2[C:4](=[CH:5][CH:6]=[CH:7][CH:8]=2)[CH:3]=[CH:2]1. The catalyst class is: 1. (3) Reactant: [N:1]1([CH2:6][CH2:7][CH2:8][NH2:9])[CH:5]=[CH:4][N:3]=[CH:2]1.[OH:10][C:11]1[CH:12]=[C:13]([CH:16]=[CH:17][CH:18]=1)[CH:14]=O.C([O:21][C:22](=O)[C:23](=[O:30])[CH2:24][CH2:25][CH2:26][CH2:27][CH2:28][CH3:29])C. Product: [OH:30][C:23]1[C:22](=[O:21])[N:9]([CH2:8][CH2:7][CH2:6][N:1]2[CH:5]=[CH:4][N:3]=[CH:2]2)[CH:14]([C:13]2[CH:16]=[CH:17][CH:18]=[C:11]([OH:10])[CH:12]=2)[C:24]=1[CH2:25][CH2:26][CH2:27][CH2:28][CH3:29]. The catalyst class is: 8. (4) Reactant: [CH2:1]([O:3][C:4]([CH:6]([P:22]([O:27][CH2:28]C)([O:24][CH2:25]C)=[O:23])[O:7][C@@H:8]1[CH2:12][C@H:11]([N:13]2[CH:21]=[C:19](C)[C:17](=[O:18])[NH:16][C:14]2=[O:15])[CH2:10][CH2:9]1)=[O:5])C.CC(O)C.CCCCCC. Product: [CH3:1][O:3][C:4]([CH:6]([P:22]([O:27][CH3:28])([O:24][CH3:25])=[O:23])[O:7][C@H:8]1[CH2:12][C@@H:11]([N:13]2[CH:21]=[CH:19][C:17](=[O:18])[NH:16][C:14]2=[O:15])[CH2:10][CH2:9]1)=[O:5]. The catalyst class is: 43.